From a dataset of NCI-60 drug combinations with 297,098 pairs across 59 cell lines. Regression. Given two drug SMILES strings and cell line genomic features, predict the synergy score measuring deviation from expected non-interaction effect. (1) Drug 1: C1=CC(=C2C(=C1NCCNCCO)C(=O)C3=C(C=CC(=C3C2=O)O)O)NCCNCCO. Drug 2: CC1=C(N=C(N=C1N)C(CC(=O)N)NCC(C(=O)N)N)C(=O)NC(C(C2=CN=CN2)OC3C(C(C(C(O3)CO)O)O)OC4C(C(C(C(O4)CO)O)OC(=O)N)O)C(=O)NC(C)C(C(C)C(=O)NC(C(C)O)C(=O)NCCC5=NC(=CS5)C6=NC(=CS6)C(=O)NCCC[S+](C)C)O. Cell line: UO-31. Synergy scores: CSS=29.2, Synergy_ZIP=-10.3, Synergy_Bliss=-1.22, Synergy_Loewe=-0.887, Synergy_HSA=2.89. (2) Drug 1: CCCCC(=O)OCC(=O)C1(CC(C2=C(C1)C(=C3C(=C2O)C(=O)C4=C(C3=O)C=CC=C4OC)O)OC5CC(C(C(O5)C)O)NC(=O)C(F)(F)F)O. Drug 2: CN1C2=C(C=C(C=C2)N(CCCl)CCCl)N=C1CCCC(=O)O.Cl. Cell line: CAKI-1. Synergy scores: CSS=42.5, Synergy_ZIP=-6.03, Synergy_Bliss=-5.53, Synergy_Loewe=-29.1, Synergy_HSA=-7.92. (3) Synergy scores: CSS=23.4, Synergy_ZIP=-2.90, Synergy_Bliss=-7.99, Synergy_Loewe=-40.4, Synergy_HSA=-6.72. Drug 2: C1=CC(=CC=C1C#N)C(C2=CC=C(C=C2)C#N)N3C=NC=N3. Drug 1: CC1=C2C(C(=O)C3(C(CC4C(C3C(C(C2(C)C)(CC1OC(=O)C(C(C5=CC=CC=C5)NC(=O)OC(C)(C)C)O)O)OC(=O)C6=CC=CC=C6)(CO4)OC(=O)C)OC)C)OC. Cell line: SK-MEL-2. (4) Drug 1: CC1=C(C=C(C=C1)NC(=O)C2=CC=C(C=C2)CN3CCN(CC3)C)NC4=NC=CC(=N4)C5=CN=CC=C5. Drug 2: CC1=C(N=C(N=C1N)C(CC(=O)N)NCC(C(=O)N)N)C(=O)NC(C(C2=CN=CN2)OC3C(C(C(C(O3)CO)O)O)OC4C(C(C(C(O4)CO)O)OC(=O)N)O)C(=O)NC(C)C(C(C)C(=O)NC(C(C)O)C(=O)NCCC5=NC(=CS5)C6=NC(=CS6)C(=O)NCCC[S+](C)C)O. Cell line: OVCAR3. Synergy scores: CSS=3.81, Synergy_ZIP=-7.03, Synergy_Bliss=-8.30, Synergy_Loewe=-15.4, Synergy_HSA=-7.63. (5) Drug 1: CC(C)(C#N)C1=CC(=CC(=C1)CN2C=NC=N2)C(C)(C)C#N. Drug 2: C1=CC=C(C=C1)NC(=O)CCCCCCC(=O)NO. Cell line: SW-620. Synergy scores: CSS=9.03, Synergy_ZIP=-3.29, Synergy_Bliss=-1.78, Synergy_Loewe=-1.52, Synergy_HSA=-2.24.